This data is from Forward reaction prediction with 1.9M reactions from USPTO patents (1976-2016). The task is: Predict the product of the given reaction. (1) Given the reactants [CH3:1][O:2][C:3]([C:5]1[CH:6]=[CH:7][C:8]([N+:14]([O-:16])=[O:15])=[C:9]([CH:13]=1)[C:10]([OH:12])=O)=[O:4].Cl.[NH:18]1[CH2:23][CH2:22][CH:21]([C:24]([O:26][CH3:27])=[O:25])[CH2:20][CH2:19]1, predict the reaction product. The product is: [CH3:1][O:2][C:3]([C:5]1[CH:6]=[CH:7][C:8]([N+:14]([O-:16])=[O:15])=[C:9]([CH:13]=1)[C:10]([N:18]1[CH2:23][CH2:22][CH:21]([C:24]([O:26][CH3:27])=[O:25])[CH2:20][CH2:19]1)=[O:12])=[O:4]. (2) Given the reactants [CH3:1][O:2][C:3]1[CH:4]=[CH:5][C:6]([N+:12]([O-])=O)=[C:7]([CH:11]=1)[C:8]([OH:10])=[O:9], predict the reaction product. The product is: [NH2:12][C:6]1[CH:5]=[CH:4][C:3]([O:2][CH3:1])=[CH:11][C:7]=1[C:8]([OH:10])=[O:9]. (3) Given the reactants [Br:1][C:2]1[CH:3]=[CH:4][C:5]2[O:11][CH2:10][CH2:9][N:8](CC3C=CC(OC)=CC=3)[C:7](=[O:21])[C:6]=2[C:22]=1[CH3:23], predict the reaction product. The product is: [Br:1][C:2]1[CH:3]=[CH:4][C:5]2[O:11][CH2:10][CH2:9][NH:8][C:7](=[O:21])[C:6]=2[C:22]=1[CH3:23]. (4) Given the reactants [N+:1]([C:4]1[CH:9]=[C:8]([C:10]([F:13])([F:12])[F:11])[CH:7]=[CH:6][C:5]=1[OH:14])([O-:3])=[O:2].[CH2:15](OS(C)(=O)=O)[C:16]#[C:17][CH3:18].C([O-])([O-])=O.[Cs+].[Cs+], predict the reaction product. The product is: [CH2:15]([O:14][C:5]1[CH:6]=[CH:7][C:8]([C:10]([F:11])([F:12])[F:13])=[CH:9][C:4]=1[N+:1]([O-:3])=[O:2])[C:16]#[C:17][CH3:18]. (5) Given the reactants [CH2:1]([NH:3][C:4]([NH:6][C:7]1[N:12]=[CH:11][C:10]([C:13]2[CH:14]=[N:15][CH:16]=[C:17]([C:19]([NH:21][NH2:22])=[O:20])[CH:18]=2)=[C:9]([C:23]2[S:24][CH:25]=[C:26]([C:28]([F:31])([F:30])[F:29])[N:27]=2)[CH:8]=1)=[O:5])[CH3:2].[C:32]([O:35][C:36]([CH3:41])([CH3:40])[C:37](Cl)=[O:38])(=[O:34])[CH3:33], predict the reaction product. The product is: [C:32]([O:35][C:36]([CH3:41])([CH3:40])[C:37]([NH:22][NH:21][C:19]([C:17]1[CH:18]=[C:13]([C:10]2[CH:11]=[N:12][C:7]([NH:6][C:4]([NH:3][CH2:1][CH3:2])=[O:5])=[CH:8][C:9]=2[C:23]2[S:24][CH:25]=[C:26]([C:28]([F:31])([F:30])[F:29])[N:27]=2)[CH:14]=[N:15][CH:16]=1)=[O:20])=[O:38])(=[O:34])[CH3:33]. (6) Given the reactants [Cl:1][C:2]1[CH:3]=[CH:4][C:5]2[N:11]3[C:12]([CH:15]([CH3:17])[CH3:16])=[N:13][N:14]=[C:10]3[CH:9]([CH2:18][C:19]3[S:20][C:21]([CH2:24][CH2:25][C:26]([O:28]C)=[O:27])=[CH:22][N:23]=3)[CH2:8][CH:7]([C:30]3[CH:35]=[CH:34][CH:33]=[C:32]([O:36][CH3:37])[C:31]=3[O:38][CH3:39])[C:6]=2[CH:40]=1.C(=O)([O-])[O-].[K+].[K+].Cl, predict the reaction product. The product is: [Cl:1][C:2]1[CH:3]=[CH:4][C:5]2[N:11]3[C:12]([CH:15]([CH3:16])[CH3:17])=[N:13][N:14]=[C:10]3[CH:9]([CH2:18][C:19]3[S:20][C:21]([CH2:24][CH2:25][C:26]([OH:28])=[O:27])=[CH:22][N:23]=3)[CH2:8][CH:7]([C:30]3[CH:35]=[CH:34][CH:33]=[C:32]([O:36][CH3:37])[C:31]=3[O:38][CH3:39])[C:6]=2[CH:40]=1. (7) Given the reactants [C:1]([O:5][C:6]([N:8]1[CH2:13][C@H:12]([CH2:14][OH:15])[NH:11][CH2:10][C@H:9]1[CH3:16])=[O:7])([CH3:4])([CH3:3])[CH3:2].Cl.[F:18][C:19]([F:37])([C:31]1[CH:36]=[CH:35][CH:34]=[CH:33][CH:32]=1)[C:20]1[N:25]=[CH:24][C:23]2[C:26]([CH3:30])([CH3:29])[CH2:27][NH:28][C:22]=2[CH:21]=1.Cl[CH2:39][C:40](Cl)=[O:41].CCN(C(C)C)C(C)C, predict the reaction product. The product is: [C:1]([O:5][C:6]([N:8]1[CH2:13][C@H:12]([CH2:14][OH:15])[N:11]([CH2:39][C:40]([N:28]2[C:22]3[CH:21]=[C:20]([C:19]([F:18])([F:37])[C:31]4[CH:32]=[CH:33][CH:34]=[CH:35][CH:36]=4)[N:25]=[CH:24][C:23]=3[C:26]([CH3:30])([CH3:29])[CH2:27]2)=[O:41])[CH2:10][C@H:9]1[CH3:16])=[O:7])([CH3:4])([CH3:3])[CH3:2]. (8) Given the reactants [ClH:1].[NH:2]1[C:6]2[CH:7]=[CH:8][CH:9]=[CH:10][C:5]=2[N:4]=[C:3]1[C@H:11]([NH2:21])[CH2:12][C:13]1[CH:18]=[CH:17][C:16]([O:19][CH3:20])=[CH:15][CH:14]=1.[CH3:22][O:23][CH2:24][CH2:25][NH2:26].[C:27](O)(C(F)(F)F)=[O:28], predict the reaction product. The product is: [ClH:1].[NH:2]1[C:6]2[CH:7]=[CH:8][CH:9]=[CH:10][C:5]=2[N:4]=[C:3]1[C@H:11]([NH:21][C:27]([NH:26][CH2:25][CH2:24][O:23][CH3:22])=[O:28])[CH2:12][C:13]1[CH:18]=[CH:17][C:16]([O:19][CH3:20])=[CH:15][CH:14]=1. (9) Given the reactants [Br:1][C:2]1[CH:14]=[CH:13][C:5](/[CH:6]=[CH:7]/[C:8](OCC)=[O:9])=[CH:4][CH:3]=1.[H-].C([Al+]CC(C)C)C(C)C.Cl, predict the reaction product. The product is: [Br:1][C:2]1[CH:3]=[CH:4][C:5]([CH:6]=[CH:7][CH2:8][OH:9])=[CH:13][CH:14]=1. (10) Given the reactants Cl.[NH2:2][CH:3]1[CH2:15][CH2:14][C:13]2[N:12]([CH2:16][C:17]3[CH:22]=[CH:21][CH:20]=[C:19]([F:23])[CH:18]=3)[C:11]3[CH:10]=[CH:9][C:8]([C:24]#[N:25])=[CH:7][C:6]=3[C:5]=2[CH2:4]1.[CH3:26][N:27]([CH3:31])[C:28](Cl)=[O:29], predict the reaction product. The product is: [C:24]([C:8]1[CH:7]=[C:6]2[C:11](=[CH:10][CH:9]=1)[N:12]([CH2:16][C:17]1[CH:22]=[CH:21][CH:20]=[C:19]([F:23])[CH:18]=1)[C:13]1[CH2:14][CH2:15][CH:3]([NH:2][C:28](=[O:29])[N:27]([CH3:31])[CH3:26])[CH2:4][C:5]2=1)#[N:25].